This data is from Full USPTO retrosynthesis dataset with 1.9M reactions from patents (1976-2016). The task is: Predict the reactants needed to synthesize the given product. (1) Given the product [F:10][C:9]([F:12])([F:11])[C:4]1[C:5]([NH2:8])=[N:6][CH:7]=[C:2]([C:18]2[CH:19]=[CH:20][C:15]([C:14]([F:25])([F:24])[F:13])=[CH:16][CH:17]=2)[CH:3]=1, predict the reactants needed to synthesize it. The reactants are: Br[C:2]1[CH:3]=[C:4]([C:9]([F:12])([F:11])[F:10])[C:5]([NH2:8])=[N:6][CH:7]=1.[F:13][C:14]([F:25])([F:24])[C:15]1[CH:20]=[CH:19][C:18](B(O)O)=[CH:17][CH:16]=1.C([O-])([O-])=O.[Na+].[Na+].C(O)(=O)CC(CC(O)=O)(C(O)=O)O. (2) Given the product [CH3:39][C:33]([O:40][C:41]1[CH:42]=[CH:43][C:44]([S:47][CH2:2][C:3]2[S:7][C:6]([C:8]3[CH:13]=[CH:12][C:11]([C:14]([F:17])([F:16])[F:15])=[CH:10][CH:9]=3)=[N:5][C:4]=2[CH2:18][O:19][CH:20]2[CH2:25][CH2:24][CH2:23][CH2:22][O:21]2)=[CH:45][CH:46]=1)([CH3:32])[C:34]([O:36][CH2:37][CH3:38])=[O:35], predict the reactants needed to synthesize it. The reactants are: Cl[CH2:2][C:3]1[S:7][C:6]([C:8]2[CH:13]=[CH:12][C:11]([C:14]([F:17])([F:16])[F:15])=[CH:10][CH:9]=2)=[N:5][C:4]=1[CH2:18][O:19][CH:20]1[CH2:25][CH2:24][CH2:23][CH2:22][O:21]1.C(=O)([O-])[O-].[Cs+].[Cs+].[CH3:32][C:33]([O:40][C:41]1[CH:46]=[CH:45][C:44]([SH:47])=[CH:43][CH:42]=1)([CH3:39])[C:34]([O:36][CH2:37][CH3:38])=[O:35].